Dataset: Catalyst prediction with 721,799 reactions and 888 catalyst types from USPTO. Task: Predict which catalyst facilitates the given reaction. (1) Reactant: [NH2:1][C@H:2]([C@H:16]([C:18]1[C:26]2[C:21](=[CH:22][CH:23]=[CH:24][CH:25]=2)[NH:20][CH:19]=1)[CH3:17])[C:3]([NH:5][C:6]1[CH:11]=[CH:10][CH:9]=[C:8]([CH2:12][N:13]([CH3:15])[CH3:14])[CH:7]=1)=[O:4].[C:27]1([CH:33]2[CH2:38][CH2:37][CH:36]([CH:39]=O)[CH2:35][CH2:34]2)[CH:32]=[CH:31][CH:30]=[CH:29][CH:28]=1.C(O[BH-](OC(=O)C)OC(=O)C)(=O)C.[Na+].C(=O)([O-])O.[Na+]. Product: [CH3:14][N:13]([CH2:12][C:8]1[CH:7]=[C:6]([NH:5][C:3](=[O:4])[C@H:2]([NH:1][CH2:39][CH:36]2[CH2:35][CH2:34][CH:33]([C:27]3[CH:28]=[CH:29][CH:30]=[CH:31][CH:32]=3)[CH2:38][CH2:37]2)[C@H:16]([C:18]2[C:26]3[C:21](=[CH:22][CH:23]=[CH:24][CH:25]=3)[NH:20][CH:19]=2)[CH3:17])[CH:11]=[CH:10][CH:9]=1)[CH3:15]. The catalyst class is: 8. (2) Reactant: [C:1]([O:5][C:6](=[O:20])[N:7]([C@H:9]1[CH2:14][CH2:13][C@H:12]([CH2:15][CH2:16][CH2:17][CH2:18][OH:19])[CH2:11][CH2:10]1)[CH3:8])([CH3:4])([CH3:3])[CH3:2].CCN(CC)CC.[CH3:28][S:29](Cl)(=[O:31])=[O:30]. Product: [C:1]([O:5][C:6]([N:7]([CH3:8])[C@H:9]1[CH2:10][CH2:11][C@H:12]([CH2:15][CH2:16][CH2:17][CH2:18][O:19][S:29]([CH3:28])(=[O:31])=[O:30])[CH2:13][CH2:14]1)=[O:20])([CH3:3])([CH3:2])[CH3:4]. The catalyst class is: 2. (3) Reactant: CI.[C:3]([O:7][C:8]([N:10]1[CH2:16][CH2:15][CH2:14][N:13]([C:17]2[CH:22]=[CH:21][C:20]([NH:23][S:24]([C:27]3[CH:32]=[CH:31][CH:30]=[CH:29][CH:28]=3)(=[O:26])=[O:25])=[C:19]([NH:33][S:34]([CH3:37])(=[O:36])=[O:35])[CH:18]=2)[CH2:12][CH2:11]1)=[O:9])([CH3:6])([CH3:5])[CH3:4].[C:38]([O-])([O-])=O.[K+].[K+]. Product: [C:3]([O:7][C:8]([N:10]1[CH2:16][CH2:15][CH2:14][N:13]([C:17]2[CH:22]=[CH:21][C:20]([NH:23][S:24]([C:27]3[CH:28]=[CH:29][CH:30]=[CH:31][CH:32]=3)(=[O:25])=[O:26])=[C:19]([N:33]([CH3:38])[S:34]([CH3:37])(=[O:35])=[O:36])[CH:18]=2)[CH2:12][CH2:11]1)=[O:9])([CH3:6])([CH3:5])[CH3:4].[C:3]([O:7][C:8]([N:10]1[CH2:16][CH2:15][CH2:14][N:13]([C:17]2[CH:22]=[CH:21][C:20]([N:23]([CH3:38])[S:24]([C:27]3[CH:28]=[CH:29][CH:30]=[CH:31][CH:32]=3)(=[O:25])=[O:26])=[C:19]([NH:33][S:34]([CH3:37])(=[O:35])=[O:36])[CH:18]=2)[CH2:12][CH2:11]1)=[O:9])([CH3:6])([CH3:5])[CH3:4]. The catalyst class is: 21. (4) Reactant: [Cl:1][C:2]1[N:7]=[C:6]([CH2:8][C:9]2[CH:14]=[CH:13][C:12]([Cl:15])=[CH:11][CH:10]=2)[CH:5]=[C:4]([C:16]([CH3:23])([O:18][Si](C)(C)C)[CH3:17])[N:3]=1.O.C1(C)C=CC(S(O)(=O)=O)=CC=1. Product: [Cl:1][C:2]1[N:3]=[C:4]([C:16]([OH:18])([CH3:23])[CH3:17])[CH:5]=[C:6]([CH2:8][C:9]2[CH:10]=[CH:11][C:12]([Cl:15])=[CH:13][CH:14]=2)[N:7]=1. The catalyst class is: 54. (5) Reactant: Cl.[NH:2]1[C@H:6]([C:7]([O:9][CH2:10][C:11]2[CH:16]=[CH:15][CH:14]=[CH:13][CH:12]=2)=[O:8])[CH2:5][C@@H:4]2[CH2:17][CH2:18][CH2:19][C@H:3]12.[CH:20]1[C:32]2[CH:31]([CH2:33][O:34][C:35](Cl)=[O:36])[C:30]3[C:25](=[CH:26][CH:27]=[CH:28][CH:29]=3)[C:24]=2[CH:23]=[CH:22][CH:21]=1. Product: [N:2]1([C:35]([O:34][CH2:33][CH:31]2[C:30]3[CH:29]=[CH:28][CH:27]=[CH:26][C:25]=3[C:24]3[C:32]2=[CH:20][CH:21]=[CH:22][CH:23]=3)=[O:36])[C@H:6]([C:7]([O:9][CH2:10][C:11]2[CH:16]=[CH:15][CH:14]=[CH:13][CH:12]=2)=[O:8])[CH2:5][C@@H:4]2[CH2:17][CH2:18][CH2:19][C@H:3]12. The catalyst class is: 23. (6) The catalyst class is: 268. Reactant: [CH3:1]C(OI1(OC(C)=O)(OC(C)=O)OC(=O)C2C=CC=CC1=2)=O.[O:23]1[C:32]2[C:27](=[CH:28][CH:29]=[CH:30][CH:31]=2)[CH:26]([CH2:33][CH:34]([C:36]([F:39])([F:38])[F:37])[OH:35])[CH2:25][CH2:24]1.C(=O)(O)[O-].[Na+].S([O-])([O-])(=O)=S.[Na+].[Na+]. Product: [CH3:1][C:26]1([CH2:33][C:34](=[O:35])[C:36]([F:37])([F:38])[F:39])[C:27]2[C:32](=[CH:31][CH:30]=[CH:29][CH:28]=2)[O:23][CH2:24][CH2:25]1. (7) Reactant: Cl[C:2]1[C:3](=[O:15])[N:4]([CH:9]2[CH2:14][CH2:13][CH2:12][CH2:11][O:10]2)[N:5]=[CH:6][C:7]=1Cl.[Br:16][C:17]1[CH:22]=[CH:21][C:20]([C:23]2[CH:27]=[C:26]([CH3:28])[NH:25][N:24]=2)=[CH:19][CH:18]=1.C(=O)([O-])[O-].[K+].[K+]. The catalyst class is: 395. Product: [Br:16][C:17]1[CH:18]=[CH:19][C:20]([C:23]2[CH:27]=[C:26]([CH3:28])[N:25]([C:2]3[C:3](=[O:15])[N:4]([CH:9]4[CH2:14][CH2:13][CH2:12][CH2:11][O:10]4)[N:5]=[CH:6][C:7]=3[N:25]3[C:26]([CH3:28])=[CH:27][C:23]([C:20]4[CH:21]=[CH:22][C:17]([Br:16])=[CH:18][CH:19]=4)=[N:24]3)[N:24]=2)=[CH:21][CH:22]=1. (8) Reactant: [CH3:1][C:2]1[C:9]([C:10]2[S:11][C:12]([C:21](=S)[NH2:22])=[C:13]([C:15]3[CH:20]=[CH:19][CH:18]=[CH:17][CH:16]=3)[N:14]=2)=[C:5]2[S:6][CH:7]=[CH:8][N:4]2[N:3]=1.IC.CO[CH:28](OC)[CH2:29][NH2:30].Cl.C(=O)(O)[O-].[Na+]. Product: [NH:30]1[CH:29]=[CH:28][N:22]=[C:21]1[C:12]1[S:11][C:10]([C:9]2[C:2]([CH3:1])=[N:3][N:4]3[CH:8]=[CH:7][S:6][C:5]=23)=[N:14][C:13]=1[C:15]1[CH:20]=[CH:19][CH:18]=[CH:17][CH:16]=1. The catalyst class is: 692. (9) Reactant: CO[C:3](=[O:12])[CH2:4][C@H:5]1[CH2:9][CH2:8][C@H:7]([O:10][CH3:11])[CH2:6]1.O([Si](C)(C)C)[K].Cl.Cl.Cl.[O:22]1[C:30]2[CH:29]=[CH:28][N:27]=[C:26]([N:31]3[CH2:36][CH2:35][N:34]([CH2:37][CH2:38][C@H:39]4[CH2:44][CH2:43][C@H:42]([NH2:45])[CH2:41][CH2:40]4)[CH2:33][CH2:32]3)[C:25]=2[CH:24]=[CH:23]1.CCN(C(C)C)C(C)C.CN(C(ON1N=NC2C=CC=CC1=2)=[N+](C)C)C.[B-](F)(F)(F)F.C([O-])(O)=O.[Na+]. Product: [O:22]1[C:30]2[CH:29]=[CH:28][N:27]=[C:26]([N:31]3[CH2:36][CH2:35][N:34]([CH2:37][CH2:38][C@H:39]4[CH2:44][CH2:43][C@H:42]([NH:45][C:3](=[O:12])[CH2:4][C@H:5]5[CH2:9][CH2:8][C@H:7]([O:10][CH3:11])[CH2:6]5)[CH2:41][CH2:40]4)[CH2:33][CH2:32]3)[C:25]=2[CH:24]=[CH:23]1. The catalyst class is: 2.